From a dataset of NCI-60 drug combinations with 297,098 pairs across 59 cell lines. Regression. Given two drug SMILES strings and cell line genomic features, predict the synergy score measuring deviation from expected non-interaction effect. (1) Drug 1: CCC1=CC2CC(C3=C(CN(C2)C1)C4=CC=CC=C4N3)(C5=C(C=C6C(=C5)C78CCN9C7C(C=CC9)(C(C(C8N6C)(C(=O)OC)O)OC(=O)C)CC)OC)C(=O)OC.C(C(C(=O)O)O)(C(=O)O)O. Drug 2: CCC(=C(C1=CC=CC=C1)C2=CC=C(C=C2)OCCN(C)C)C3=CC=CC=C3.C(C(=O)O)C(CC(=O)O)(C(=O)O)O. Cell line: HOP-62. Synergy scores: CSS=22.9, Synergy_ZIP=5.81, Synergy_Bliss=8.89, Synergy_Loewe=-20.0, Synergy_HSA=4.32. (2) Drug 1: CNC(=O)C1=CC=CC=C1SC2=CC3=C(C=C2)C(=NN3)C=CC4=CC=CC=N4. Drug 2: CC1C(C(CC(O1)OC2CC(CC3=C2C(=C4C(=C3O)C(=O)C5=C(C4=O)C(=CC=C5)OC)O)(C(=O)CO)O)N)O.Cl. Cell line: SW-620. Synergy scores: CSS=37.9, Synergy_ZIP=-0.384, Synergy_Bliss=-0.168, Synergy_Loewe=-8.99, Synergy_HSA=-0.440. (3) Drug 1: CC1=C2C(C(=O)C3(C(CC4C(C3C(C(C2(C)C)(CC1OC(=O)C(C(C5=CC=CC=C5)NC(=O)OC(C)(C)C)O)O)OC(=O)C6=CC=CC=C6)(CO4)OC(=O)C)O)C)O. Drug 2: CC1=C(N=C(N=C1N)C(CC(=O)N)NCC(C(=O)N)N)C(=O)NC(C(C2=CN=CN2)OC3C(C(C(C(O3)CO)O)O)OC4C(C(C(C(O4)CO)O)OC(=O)N)O)C(=O)NC(C)C(C(C)C(=O)NC(C(C)O)C(=O)NCCC5=NC(=CS5)C6=NC(=CS6)C(=O)NCCC[S+](C)C)O. Cell line: OVCAR-4. Synergy scores: CSS=8.84, Synergy_ZIP=-2.63, Synergy_Bliss=2.78, Synergy_Loewe=2.74, Synergy_HSA=3.53.